Dataset: Catalyst prediction with 721,799 reactions and 888 catalyst types from USPTO. Task: Predict which catalyst facilitates the given reaction. (1) Reactant: C(Cl)(Cl)Cl.[F:5][C:6]([F:15])([CH:9]([F:14])[C:10]([F:13])([F:12])[F:11])[CH2:7][OH:8].[F:16][C:17]([F:30])([F:29])[S:18](O[S:18]([C:17]([F:30])([F:29])[F:16])(=[O:20])=[O:19])(=[O:20])=[O:19].Cl. Product: [F:16][C:17]([F:30])([F:29])[S:18]([O:8][CH2:7][C:6]([F:15])([F:5])[CH:9]([F:14])[C:10]([F:13])([F:11])[F:12])(=[O:20])=[O:19]. The catalyst class is: 17. (2) Reactant: [N-:1]=[N+:2]=[N-:3].[Na+].[C:5]([O:9][C:10]([N:12]([CH2:16][C:17]1[CH:18]=[C:19]([CH2:24][CH2:25]OS(C2C=CC(C)=CC=2)(=O)=O)[CH:20]=[CH:21][C:22]=1[Cl:23])[CH:13]1[CH2:15][CH2:14]1)=[O:11])([CH3:8])([CH3:7])[CH3:6]. The catalyst class is: 3. Product: [C:5]([O:9][C:10](=[O:11])[N:12]([CH2:16][C:17]1[CH:18]=[C:19]([CH2:24][CH2:25][N:1]=[N+:2]=[N-:3])[CH:20]=[CH:21][C:22]=1[Cl:23])[CH:13]1[CH2:15][CH2:14]1)([CH3:7])([CH3:6])[CH3:8].